Dataset: Full USPTO retrosynthesis dataset with 1.9M reactions from patents (1976-2016). Task: Predict the reactants needed to synthesize the given product. (1) Given the product [C:1]([C:5]1[CH:10]=[CH:9][CH:8]=[CH:7][C:6]=1[N:11]1[CH2:12][CH2:13][N:14]([C:17]([C:19]2[N:20]=[CH:21][N:22]([CH2:25][C:26]([O:28][CH3:29])=[O:27])[CH:23]=2)=[O:18])[CH2:15][CH2:16]1)([CH3:4])([CH3:2])[CH3:3], predict the reactants needed to synthesize it. The reactants are: [C:1]([C:5]1[CH:10]=[CH:9][CH:8]=[CH:7][C:6]=1[N:11]1[CH2:16][CH2:15][N:14]([C:17]([C:19]2[N:20]=[CH:21][NH:22][CH:23]=2)=[O:18])[CH2:13][CH2:12]1)([CH3:4])([CH3:3])[CH3:2].Br[CH2:25][C:26]([O:28][CH3:29])=[O:27].C(=O)([O-])[O-].[K+].[K+].O. (2) Given the product [N+:1]([CH:4]([CH3:5])[CH:14]([OH:15])[CH2:13][CH2:12][C:6]1[CH:11]=[CH:10][CH:9]=[CH:8][CH:7]=1)([O-:3])=[O:2], predict the reactants needed to synthesize it. The reactants are: [N+:1]([CH2:4][CH3:5])([O-:3])=[O:2].[C:6]1([CH2:12][CH2:13][CH:14]=[O:15])[CH:11]=[CH:10][CH:9]=[CH:8][CH:7]=1.N12CCCN=C1CCCCC2.